From a dataset of Full USPTO retrosynthesis dataset with 1.9M reactions from patents (1976-2016). Predict the reactants needed to synthesize the given product. (1) The reactants are: [CH:1]1([NH:7][NH:8]C(OC(C)(C)C)=O)[CH2:6][CH2:5][CH2:4][CH2:3][CH2:2]1.[ClH:16]. Given the product [ClH:16].[CH:1]1([NH:7][NH2:8])[CH2:6][CH2:5][CH2:4][CH2:3][CH2:2]1, predict the reactants needed to synthesize it. (2) Given the product [F:1][C@H:2]1[C@@H:7]2[O:8][CH:9]([C:12]3[CH:17]=[CH:16][CH:15]=[CH:14][CH:13]=3)[O:10][CH2:11][C@H:6]2[O:5][CH2:4][C@@H:3]1[OH:18], predict the reactants needed to synthesize it. The reactants are: [F:1][C@H:2]1[C@@H:7]2[O:8][CH:9]([C:12]3[CH:17]=[CH:16][CH:15]=[CH:14][CH:13]=3)[O:10][CH2:11][C@H:6]2[O:5][CH2:4][C@@H:3]1[O:18]C(=O)C.C([O-])([O-])=O.[K+].[K+]. (3) The reactants are: [N:1]([C@@H:4]([C@@H:19]([C:27]1[CH:32]=[CH:31][CH:30]=[C:29]([F:33])[CH:28]=1)[C:20]1[CH:25]=[CH:24][C:23]([F:26])=[CH:22][CH:21]=1)[C:5](N1[C@@H](C2C=CC=CC=2)COC1=O)=[O:6])=[N+:2]=[N-:3].OO.[Li+].[OH-].S([O-])([O-])=[O:39].[Na+].[Na+].C([O-])(O)=O.[Na+]. Given the product [N:1]([C@@H:4]([C@@H:19]([C:27]1[CH:32]=[CH:31][CH:30]=[C:29]([F:33])[CH:28]=1)[C:20]1[CH:21]=[CH:22][C:23]([F:26])=[CH:24][CH:25]=1)[C:5]([OH:6])=[O:39])=[N+:2]=[N-:3], predict the reactants needed to synthesize it. (4) Given the product [CH:1]1([CH2:4][NH:5][C@:6]23[CH2:41][CH2:40][C@@H:39]([C:42]([CH3:44])=[CH2:43])[C@@H:7]2[C@@H:8]2[C@@:21]([CH3:24])([CH2:22][CH2:23]3)[C@@:20]3([CH3:25])[C@@H:11]([C@:12]4([CH3:38])[C@@H:17]([CH2:18][CH2:19]3)[C:16]([CH3:26])([CH3:27])[C:15]([C:28]3[CH:37]=[CH:36][C:31]([C:32]([OH:34])=[O:33])=[CH:30][CH:29]=3)=[CH:14][CH2:13]4)[CH2:10][CH2:9]2)[CH2:3][CH2:2]1, predict the reactants needed to synthesize it. The reactants are: [CH:1]1([CH2:4][NH:5][C@:6]23[CH2:41][CH2:40][C@@H:39]([C:42]([CH3:44])=[CH2:43])[C@@H:7]2[C@@H:8]2[C@@:21]([CH3:24])([CH2:22][CH2:23]3)[C@@:20]3([CH3:25])[C@@H:11]([C@:12]4([CH3:38])[C@@H:17]([CH2:18][CH2:19]3)[C:16]([CH3:27])([CH3:26])[C:15]([C:28]3[CH:37]=[CH:36][C:31]([C:32]([O:34]C)=[O:33])=[CH:30][CH:29]=3)=[CH:14][CH2:13]4)[CH2:10][CH2:9]2)[CH2:3][CH2:2]1.[OH-].[Na+]. (5) Given the product [CH3:1][O:2][C:3]1[CH:4]=[C:5]([NH:6][C:17]2[CH:18]=[CH:19][C:20]3[CH2:21][N:22]([CH3:34])[CH2:23][C@H:24]([C:28]4[CH:29]=[CH:30][CH:31]=[CH:32][CH:33]=4)[O:25][C:26]=3[N:27]=2)[CH:7]=[CH:8][C:9]=1[N:10]1[CH:14]=[C:13]([CH3:15])[N:12]=[CH:11]1, predict the reactants needed to synthesize it. The reactants are: [CH3:1][O:2][C:3]1[CH:4]=[C:5]([CH:7]=[CH:8][C:9]=1[N:10]1[CH:14]=[C:13]([CH3:15])[N:12]=[CH:11]1)[NH2:6].Cl[C:17]1[CH:18]=[CH:19][C:20]2[CH2:21][N:22]([CH3:34])[CH2:23][C@H:24]([C:28]3[CH:33]=[CH:32][CH:31]=[CH:30][CH:29]=3)[O:25][C:26]=2[N:27]=1. (6) Given the product [Cl:18][C:11]1[CH:10]=[C:9]([C:6]2[CH:7]=[CH:8][N:4]([CH2:3][C@@H:2]([NH:1][C:34]([C:29]3[N:35]=[C:33]4[NH:22][CH:26]=[N:37][C:32]4=[CH:31][CH:30]=3)=[O:39])[CH3:19])[N:5]=2)[CH:16]=[C:15]([F:17])[C:12]=1[C:13]#[N:14], predict the reactants needed to synthesize it. The reactants are: [NH2:1][C@@H:2]([CH3:19])[CH2:3][N:4]1[CH:8]=[CH:7][C:6]([C:9]2[CH:16]=[C:15]([F:17])[C:12]([C:13]#[N:14])=[C:11]([Cl:18])[CH:10]=2)=[N:5]1.CC[N:22]([CH:26](C)C)C(C)C.[CH:29]1[CH:34]=[C:33]2[N:35]=N[N:37](O)[C:32]2=[CH:31][CH:30]=1.[OH2:39].CCN=C=NCCCN(C)C. (7) The reactants are: [CH2:1]([N:8]([CH2:12][C:13]1[CH:18]=[CH:17][CH:16]=[CH:15][CH:14]=1)[CH2:9][CH2:10]Cl)[C:2]1[CH:7]=[CH:6][CH:5]=[CH:4][CH:3]=1.[C:19]([O:23][C:24](=[O:30])[N:25]([CH2:27][CH2:28][OH:29])[CH3:26])([CH3:22])([CH3:21])[CH3:20].[OH-].[K+]. Given the product [C:19]([O:23][C:24](=[O:30])[N:25]([CH2:27][CH2:28][O:29][CH2:10][CH2:9][N:8]([CH2:12][C:13]1[CH:18]=[CH:17][CH:16]=[CH:15][CH:14]=1)[CH2:1][C:2]1[CH:7]=[CH:6][CH:5]=[CH:4][CH:3]=1)[CH3:26])([CH3:22])([CH3:20])[CH3:21], predict the reactants needed to synthesize it.